Predict the product of the given reaction. From a dataset of Forward reaction prediction with 1.9M reactions from USPTO patents (1976-2016). (1) The product is: [C:21]([C:25]1[CH:26]=[CH:27][C:28]([NH:29][C:4](=[O:6])[C:3]2[CH:7]=[CH:8][C:9]([C:11]3[C:16]([C:17]([F:20])([F:19])[F:18])=[CH:15][CH:14]=[CH:13][N:12]=3)=[CH:10][C:2]=2[OH:1])=[CH:30][CH:31]=1)([CH3:24])([CH3:22])[CH3:23]. Given the reactants [OH:1][C:2]1[CH:10]=[C:9]([C:11]2[C:16]([C:17]([F:20])([F:19])[F:18])=[CH:15][CH:14]=[CH:13][N:12]=2)[CH:8]=[CH:7][C:3]=1[C:4]([OH:6])=O.[C:21]([C:25]1[CH:31]=[CH:30][C:28]([NH2:29])=[CH:27][CH:26]=1)([CH3:24])([CH3:23])[CH3:22].CN([P+](ON1N=NC2C=CC=CC1=2)(N(C)C)N(C)C)C.F[P-](F)(F)(F)(F)F.C(N(CC)CC)C, predict the reaction product. (2) Given the reactants [Li+].[OH-].[C:3]1([CH2:9][O:10][C:11]2[CH:20]=[CH:19][C:18]([C:21]([N:23]3[CH2:27][CH2:26][CH2:25][CH2:24]3)=[O:22])=[CH:17][C:12]=2[C:13]([O:15]C)=[O:14])[CH:8]=[CH:7][CH:6]=[CH:5][CH:4]=1.Cl, predict the reaction product. The product is: [C:3]1([CH2:9][O:10][C:11]2[CH:20]=[CH:19][C:18]([C:21]([N:23]3[CH2:24][CH2:25][CH2:26][CH2:27]3)=[O:22])=[CH:17][C:12]=2[C:13]([OH:15])=[O:14])[CH:4]=[CH:5][CH:6]=[CH:7][CH:8]=1. (3) Given the reactants Cl[C:2]1[N:7]=[C:6]([N:8]([CH2:15][C:16]2[C:21]([CH3:22])=[C:20]([O:23][CH3:24])[C:19]([CH3:25])=[CH:18][N:17]=2)[C@@H:9]([CH3:14])[C:10]([O:12][CH3:13])=[O:11])[C:5]([N+:26]([O-:28])=[O:27])=[CH:4][N:3]=1.[NH3:29], predict the reaction product. The product is: [NH2:29][C:2]1[N:7]=[C:6]([N:8]([CH2:15][C:16]2[C:21]([CH3:22])=[C:20]([O:23][CH3:24])[C:19]([CH3:25])=[CH:18][N:17]=2)[C@@H:9]([CH3:14])[C:10]([O:12][CH3:13])=[O:11])[C:5]([N+:26]([O-:28])=[O:27])=[CH:4][N:3]=1. (4) Given the reactants [CH3:1][C:2]1[CH:7]=[CH:6][N:5]=[CH:4][CH:3]=1.C[Si](C)(C)[N-][Si](C)(C)C.[Na+].C([O:25][C:26](=O)[C:27]1[C:32]([F:33])=[CH:31][CH:30]=[C:29]([N:34]([CH2:42][C:43]2[CH:48]=[CH:47][CH:46]=[CH:45][CH:44]=2)[CH2:35][C:36]2[CH:41]=[CH:40][CH:39]=[CH:38][CH:37]=2)[C:28]=1[F:49])C1C=CC=CC=1.[Cl-].[NH4+], predict the reaction product. The product is: [CH2:42]([N:34]([CH2:35][C:36]1[CH:41]=[CH:40][CH:39]=[CH:38][CH:37]=1)[C:29]1[C:28]([F:49])=[C:27]([C:26](=[O:25])[CH2:1][C:2]2[CH:7]=[CH:6][N:5]=[CH:4][CH:3]=2)[C:32]([F:33])=[CH:31][CH:30]=1)[C:43]1[CH:44]=[CH:45][CH:46]=[CH:47][CH:48]=1. (5) Given the reactants [C:1]1([C:7]2[CH:12]=[CH:11][N:10]=[CH:9][CH:8]=2)[CH:6]=[CH:5][CH:4]=[CH:3][CH:2]=1.B1([O-])O[O:14]1.O.O.O.O.[Na+].S([O-])([O-])(=O)=S.[Na+].[Na+], predict the reaction product. The product is: [C:1]1([C:7]2[CH:8]=[CH:9][N+:10]([O-:14])=[CH:11][CH:12]=2)[CH:2]=[CH:3][CH:4]=[CH:5][CH:6]=1. (6) Given the reactants [C:1]1([C:28]2[CH:33]=[CH:32][CH:31]=[CH:30][CH:29]=2)[CH:6]=[CH:5][CH:4]=[C:3]([CH2:7][N:8]([CH:13]([C:17]2[C:22]([O:23][CH3:24])=[CH:21][C:20]([F:25])=[CH:19][C:18]=2[O:26][CH3:27])[CH2:14][CH:15]=[CH2:16])[C:9](=[O:12])C=C)[CH:2]=1, predict the reaction product. The product is: [C:1]1([C:28]2[CH:29]=[CH:30][CH:31]=[CH:32][CH:33]=2)[CH:6]=[CH:5][CH:4]=[C:3]([CH2:7][N:8]2[CH:13]([C:17]3[C:22]([O:23][CH3:24])=[CH:21][C:20]([F:25])=[CH:19][C:18]=3[O:26][CH3:27])[CH2:14][CH:15]=[CH:16][C:9]2=[O:12])[CH:2]=1. (7) Given the reactants [F:1][C:2]([F:11])([F:10])[C:3]1[CH:4]=[N:5][CH:6]=[C:7](Br)[CH:8]=1.[CH3:12][C:13]1[N:14]=[C:15]([NH:18][C:19]([C:21]2[CH:26]=[C:25](B3OC(C)(C)C(C)(C)O3)[CH:24]=[C:23]([CH3:36])[N:22]=2)=[O:20])[S:16][CH:17]=1, predict the reaction product. The product is: [CH3:12][C:13]1[N:14]=[C:15]([NH:18][C:19]([C:21]2[CH:26]=[C:25]([C:7]3[CH:6]=[N:5][CH:4]=[C:3]([C:2]([F:11])([F:10])[F:1])[CH:8]=3)[CH:24]=[C:23]([CH3:36])[N:22]=2)=[O:20])[S:16][CH:17]=1. (8) Given the reactants Br[C:2]1[CH:3]=[C:4]([CH:8]2[O:12][CH2:11][CH2:10][O:9]2)[S:5][C:6]=1[Cl:7].[Li]CCCC.CCCCCC.[Cl-].[Cl-].[Cl-].[Ce+3].[CH:28]1([CH:34]=[O:35])[CH2:33][CH2:32][CH2:31][CH2:30][CH2:29]1, predict the reaction product. The product is: [Cl:7][C:6]1[S:5][C:4]([CH:8]2[O:12][CH2:11][CH2:10][O:9]2)=[CH:3][C:2]=1[CH:34]([CH:28]1[CH2:33][CH2:32][CH2:31][CH2:30][CH2:29]1)[OH:35]. (9) The product is: [F:17][C:8]1[CH:9]=[C:10]([NH:2][CH3:1])[C:11]([N+:13]([O-:15])=[O:14])=[CH:12][C:7]=1[C:6]([O:5][CH2:3][CH3:4])=[O:18]. Given the reactants [CH3:1][NH2:2].[CH2:3]([O:5][C:6](=[O:18])[C:7]1[CH:12]=[C:11]([N+:13]([O-:15])=[O:14])[C:10](F)=[CH:9][C:8]=1[F:17])[CH3:4], predict the reaction product.